Dataset: Forward reaction prediction with 1.9M reactions from USPTO patents (1976-2016). Task: Predict the product of the given reaction. (1) Given the reactants [N+:1]([C:4]1[CH:9]=[CH:8][C:7]([O:10][CH2:11][C:12]#[CH:13])=[CH:6][C:5]=1[CH:14]([C:16]1[CH:21]=[CH:20][C:19]([CH:22]2[CH2:24][CH2:23]2)=[CH:18][CH:17]=1)[OH:15])([O-])=O.O.C(OCC)(=O)C, predict the reaction product. The product is: [NH2:1][C:4]1[CH:9]=[CH:8][C:7]([O:10][CH2:11][C:12]#[CH:13])=[CH:6][C:5]=1[C:14]([C:16]1[CH:17]=[CH:18][C:19]([CH:22]2[CH2:23][CH2:24]2)=[CH:20][CH:21]=1)=[O:15]. (2) The product is: [C:1]([C:3]1[CH:8]=[CH:7][CH:6]=[CH:5][CH:4]=1)(=[O:11])[CH3:2]. Given the reactants [CH2:1]([C:3]1[CH:8]=[CH:7][CH:6]=[CH:5][CH:4]=1)[CH3:2].C(ON1C(=O)C2=CC=CC=C2C1=O)(=[O:11])C.C(O)(=O)C1C=CC=CC=1, predict the reaction product. (3) Given the reactants [NH2:1][C:2]1[CH:3]=[C:4]([N:8]([CH2:16][C:17]2[CH:22]=[CH:21][CH:20]=[C:19]([O:23][C:24]([F:29])([F:28])[CH:25]([F:27])[F:26])[CH:18]=2)[CH2:9][CH:10]([OH:15])[C:11]([F:14])([F:13])[F:12])[CH:5]=[CH:6][CH:7]=1.C(O)(=O)C.[CH:34](=O)[CH:35]([CH3:37])[CH3:36].[BH-](OC(C)=O)(OC(C)=O)OC(C)=O.[Na+], predict the reaction product. The product is: [CH3:34][CH:35]([CH3:37])[CH2:36][NH:1][C:2]1[CH:3]=[C:4]([N:8]([CH2:16][C:17]2[CH:22]=[CH:21][CH:20]=[C:19]([O:23][C:24]([F:28])([F:29])[CH:25]([F:26])[F:27])[CH:18]=2)[CH2:9][CH:10]([OH:15])[C:11]([F:14])([F:13])[F:12])[CH:5]=[CH:6][CH:7]=1. (4) Given the reactants [O:1]1[C:5]2([CH2:10][CH2:9][C:8](=O)[CH2:7][CH2:6]2)[O:4][CH2:3][CH2:2]1.[CH2:12]([SH:19])[C:13]1[CH:18]=[CH:17][CH:16]=[CH:15][CH:14]=1.[N+:20]([CH3:23])([O-:22])=[O:21].C(N)CN, predict the reaction product. The product is: [CH2:12]([S:19][C:8]1([CH2:23][N+:20]([O-:22])=[O:21])[CH2:9][CH2:10][C:5]2([O:4][CH2:3][CH2:2][O:1]2)[CH2:6][CH2:7]1)[C:13]1[CH:18]=[CH:17][CH:16]=[CH:15][CH:14]=1.